From a dataset of Forward reaction prediction with 1.9M reactions from USPTO patents (1976-2016). Predict the product of the given reaction. Given the reactants [CH3:1][C:2]1[CH:7]=[CH:6][C:5]([S:8]([O:11][CH2:12][CH2:13][CH:14](F)[C:15](Br)([F:17])[F:16])(=[O:10])=[O:9])=[CH:4][CH:3]=1.II, predict the reaction product. The product is: [CH3:1][C:2]1[CH:3]=[CH:4][C:5]([S:8]([O:11][CH2:12][CH2:13][CH:14]=[C:15]([F:17])[F:16])(=[O:9])=[O:10])=[CH:6][CH:7]=1.